Dataset: Reaction yield outcomes from USPTO patents with 853,638 reactions. Task: Predict the reaction yield, written as a fraction of the theoretical maximum amount of product (1.0 means a 100% yield; for example, 0.34 means a 34% yield). (1) The reactants are Br[C:2]1[CH:11]=[CH:10][C:9]([F:12])=[CH:8][C:3]=1[C:4]([O:6][CH3:7])=[O:5].[NH:13]1[C:17](B(O)O)=[CH:16][CH:15]=[N:14]1.C([O-])(O)=O.[Na+]. The catalyst is COCCOC.O. The product is [F:12][C:9]1[CH:10]=[CH:11][C:2]([C:15]2[NH:14][N:13]=[CH:17][CH:16]=2)=[C:3]([CH:8]=1)[C:4]([O:6][CH3:7])=[O:5]. The yield is 0.440. (2) The reactants are C(=O)([O-])[O-].[Cs+].[Cs+].F[C:8]1[CH:15]=[CH:14][C:13]([I:16])=[CH:12][C:9]=1[CH:10]=O.Cl.Cl.[N:19]1[CH:24]=[CH:23][CH:22]=[C:21]([NH:25][NH2:26])[CH:20]=1. The catalyst is CN1CCCC1=O. The product is [I:16][C:13]1[CH:12]=[C:9]2[C:8](=[CH:15][CH:14]=1)[N:25]([C:21]1[CH:20]=[N:19][CH:24]=[CH:23][CH:22]=1)[N:26]=[CH:10]2. The yield is 0.939.